This data is from Catalyst prediction with 721,799 reactions and 888 catalyst types from USPTO. The task is: Predict which catalyst facilitates the given reaction. Reactant: [NH2:1][C@H:2]1[C:11]2[C:6](=[CH:7][CH:8]=[C:9]([O:12][CH2:13][CH2:14][O:15][Si:16]([C:19]([CH3:22])([CH3:21])[CH3:20])([CH3:18])[CH3:17])[CH:10]=2)[N:5]([C:23](=[O:25])[CH3:24])[C@@H:4]([CH:26]2[CH2:28][CH2:27]2)[C@@H:3]1[CH3:29].Br[C:31]1[N:36]=[C:35]([CH3:37])[CH:34]=[CH:33][N:32]=1.CC(C)([O-])C.[Na+].CN(C1C(C2C(P(C3CCCCC3)C3CCCCC3)=CC=CC=2)=CC=CC=1)C. Product: [Si:16]([O:15][CH2:14][CH2:13][O:12][C:9]1[CH:10]=[C:11]2[C:6](=[CH:7][CH:8]=1)[N:5]([C:23](=[O:25])[CH3:24])[C@@H:4]([CH:26]1[CH2:28][CH2:27]1)[C@H:3]([CH3:29])[C@H:2]2[NH:1][C:31]1[N:36]=[C:35]([CH3:37])[CH:34]=[CH:33][N:32]=1)([C:19]([CH3:21])([CH3:22])[CH3:20])([CH3:18])[CH3:17]. The catalyst class is: 62.